Dataset: NCI-60 drug combinations with 297,098 pairs across 59 cell lines. Task: Regression. Given two drug SMILES strings and cell line genomic features, predict the synergy score measuring deviation from expected non-interaction effect. (1) Drug 1: C1CCC(C1)C(CC#N)N2C=C(C=N2)C3=C4C=CNC4=NC=N3. Drug 2: CCC1=C2CN3C(=CC4=C(C3=O)COC(=O)C4(CC)O)C2=NC5=C1C=C(C=C5)O. Cell line: OVCAR-5. Synergy scores: CSS=15.3, Synergy_ZIP=-5.66, Synergy_Bliss=3.96, Synergy_Loewe=-27.2, Synergy_HSA=0.0731. (2) Drug 1: CC(CN1CC(=O)NC(=O)C1)N2CC(=O)NC(=O)C2. Drug 2: C1=NNC2=C1C(=O)NC=N2. Cell line: RXF 393. Synergy scores: CSS=14.6, Synergy_ZIP=-4.90, Synergy_Bliss=-0.0605, Synergy_Loewe=-2.28, Synergy_HSA=1.57.